Dataset: Rat liver microsome stability data. Task: Regression/Classification. Given a drug SMILES string, predict its absorption, distribution, metabolism, or excretion properties. Task type varies by dataset: regression for continuous measurements (e.g., permeability, clearance, half-life) or binary classification for categorical outcomes (e.g., BBB penetration, CYP inhibition). Dataset: rlm. (1) The molecule is CN(C)c1cccc(-c2cnc(N3CCC(C(N)=O)CC3)nc2)c1. The result is 1 (stable in rat liver microsomes). (2) The result is 0 (unstable in rat liver microsomes). The compound is O=S(=O)(C1CC1)N1CCC(Oc2ccc3c(c2)CCC2(CCN(C4CCC4)CC2)O3)CC1. (3) The molecule is O[C@@H]1COC[C@H]1Nc1nc(Nc2cc(Cl)cc(Cl)c2)ncc1-c1ccc(F)cc1. The result is 0 (unstable in rat liver microsomes). (4) The compound is COc1cccc(CNc2ccc(S(=O)(=O)Nc3nc4ccccc4s3)cc2)c1O. The result is 0 (unstable in rat liver microsomes). (5) The compound is CN(C)Cc1ccc(-c2cnn3c(-c4cccc(NC(=O)c5cccc(C(F)(F)F)c5)c4)ccnc23)cc1. The result is 1 (stable in rat liver microsomes). (6) The molecule is O=C(Nc1nc(-c2ccccc2)cs1)c1ccncc1NS(=O)(=O)c1ccc(N2CCCC2=O)cc1. The result is 1 (stable in rat liver microsomes). (7) The molecule is Cc1cc(F)ccc1-c1nc(NCCN=C(N)NC#N)nc2c1ccc(=O)n2-c1c(F)cccc1F. The result is 1 (stable in rat liver microsomes). (8) The drug is NC(=O)COc1ccc(C2CC(=O)Nc3[nH]nc(Nc4ccccc4)c32)cc1. The result is 0 (unstable in rat liver microsomes). (9) The drug is CN1C2CCC1CC(Oc1nc(-c3ccc(NC(=O)Nc4ccc(C(N)=O)cc4)cc3)nc(N3CCOCC3)n1)C2. The result is 1 (stable in rat liver microsomes).